This data is from M1 muscarinic receptor agonist screen with 61,833 compounds. The task is: Binary Classification. Given a drug SMILES string, predict its activity (active/inactive) in a high-throughput screening assay against a specified biological target. (1) The drug is OC(=O)C(NCCC=1CCCCC1)CC(=O)Nc1c(OC)ccc(OC)c1. The result is 0 (inactive). (2) The compound is O1C(CCC1)C(=O)Nc1ccc(cc1)C(=O)NCc1ccc(OC)cc1. The result is 0 (inactive). (3) The compound is S(=O)(=O)(N(c1c(cccc1)C)CC(OC)=O)C. The result is 0 (inactive). (4) The compound is S(=O)(=O)(N1CCN(C1)C(=O)CSc1[nH]c(CCC)cc(=O)n1)c1ccc(cc1)C. The result is 0 (inactive). (5) The drug is s1c(CNc2ccc(N3CCOCC3)cc2)ccc1C. The result is 0 (inactive). (6) The drug is S(=O)(=O)(N1CCOCC1)c1ccc(N2CCC(CC2)C(=O)NCC(C)C)cc1. The result is 0 (inactive).